The task is: Predict the reactants needed to synthesize the given product.. This data is from Full USPTO retrosynthesis dataset with 1.9M reactions from patents (1976-2016). (1) The reactants are: N[C:2]1([NH:35][CH:36]([CH3:38])[CH3:37])[CH:7]=[C:6]([O:8][CH2:9][C:10]2[CH:15]=[CH:14][CH:13]=[CH:12][CH:11]=2)[CH:5]=[CH:4][CH:3]1[NH:16][C:17]([C:19]1[C:20]([C:25]2[CH:30]=[CH:29][C:28]([C:31]([F:34])([F:33])[F:32])=[CH:27][CH:26]=2)=[CH:21][CH:22]=[CH:23][CH:24]=1)=[O:18].C(N(CC)CC)C.[Cl:46][CH2:47][C:48](Cl)=[O:49].O. Given the product [CH2:9]([O:8][C:6]1[CH:5]=[CH:4][C:3]([NH:16][C:17]([C:19]2[C:20]([C:25]3[CH:30]=[CH:29][C:28]([C:31]([F:34])([F:32])[F:33])=[CH:27][CH:26]=3)=[CH:21][CH:22]=[CH:23][CH:24]=2)=[O:18])=[C:2]([N:35]([C:48](=[O:49])[CH2:47][Cl:46])[CH:36]([CH3:38])[CH3:37])[CH:7]=1)[C:10]1[CH:15]=[CH:14][CH:13]=[CH:12][CH:11]=1, predict the reactants needed to synthesize it. (2) Given the product [C:1]([O:5][C:6]([N:8]1[CH2:16][C:15]2[C:10](=[CH:11][C:12]([C:18]([F:21])([F:20])[F:19])=[C:13]([N:22]3[CH2:27][CH2:26][O:25][CH2:24][CH2:23]3)[CH:14]=2)[CH2:9]1)=[O:7])([CH3:4])([CH3:3])[CH3:2], predict the reactants needed to synthesize it. The reactants are: [C:1]([O:5][C:6]([N:8]1[CH2:16][C:15]2[C:10](=[CH:11][C:12]([C:18]([F:21])([F:20])[F:19])=[C:13](I)[CH:14]=2)[CH2:9]1)=[O:7])([CH3:4])([CH3:3])[CH3:2].[NH:22]1[CH2:27][CH2:26][O:25][CH2:24][CH2:23]1. (3) Given the product [NH2:13][C:7]1[C:6]([O:5][C:4]2[CH:3]=[C:2]([CH:23]=[C:22]([Cl:24])[CH:21]=2)[C:25]#[N:26])=[C:11]([Cl:12])[CH:10]=[CH:9][N:8]=1, predict the reactants needed to synthesize it. The reactants are: Br[C:2]1[CH:3]=[C:4]([CH:21]=[C:22]([Cl:24])[CH:23]=1)[O:5][C:6]1[C:7]([NH:13]C(=O)OC(C)(C)C)=[N:8][CH:9]=[CH:10][C:11]=1[Cl:12].[CH3:25][N:26]1C(=O)CCC1. (4) Given the product [Br:1][C:2]1[CH:3]=[C:4]([NH:12][C:14](=[O:15])[CH3:13])[CH:5]=[C:6]([C:8]([F:10])([F:11])[F:9])[CH:7]=1, predict the reactants needed to synthesize it. The reactants are: [Br:1][C:2]1[CH:3]=[C:4]([NH2:12])[CH:5]=[C:6]([C:8]([F:11])([F:10])[F:9])[CH:7]=1.[CH3:13][C:14](OC(C)=O)=[O:15].O. (5) Given the product [CH:1]1([CH:7]([C:18]2[CH:22]=[C:21]([C:23]3[CH:28]=[CH:27][C:26]([F:29])=[CH:25][C:24]=3[F:30])[O:20][C:19]=2[CH3:31])[O:8][C:9]2[CH:17]=[CH:16][C:12]([C:13]([N:33]([CH3:32])[CH2:34][CH2:35][C:36]([OH:38])=[O:37])=[O:14])=[CH:11][CH:10]=2)[CH2:6][CH2:5][CH2:4][CH2:3][CH2:2]1, predict the reactants needed to synthesize it. The reactants are: [CH:1]1([CH:7]([C:18]2[CH:22]=[C:21]([C:23]3[CH:28]=[CH:27][C:26]([F:29])=[CH:25][C:24]=3[F:30])[O:20][C:19]=2[CH3:31])[O:8][C:9]2[CH:17]=[CH:16][C:12]([C:13](O)=[O:14])=[CH:11][CH:10]=2)[CH2:6][CH2:5][CH2:4][CH2:3][CH2:2]1.[CH3:32][NH:33][CH2:34][CH2:35][C:36]([O:38]CC)=[O:37]. (6) Given the product [CH3:9][C:4]1[CH:5]=[C:6]([CH3:8])[CH:7]=[C:2]([CH3:1])[C:3]=1[NH:10][C:11]([NH:13][C:14]1[C:15]([C:24]([NH:26][C:27]2([C:40]([O:42][CH3:43])=[O:41])[CH2:28][CH2:29][NH:30][CH2:31][CH2:32]2)=[O:25])=[CH:16][C:17]2[C:22]([CH:23]=1)=[CH:21][CH:20]=[CH:19][CH:18]=2)=[O:12], predict the reactants needed to synthesize it. The reactants are: [CH3:1][C:2]1[CH:7]=[C:6]([CH3:8])[CH:5]=[C:4]([CH3:9])[C:3]=1[NH:10][C:11]([NH:13][C:14]1[C:15]([C:24]([NH:26][C:27]2([C:40]([O:42][CH3:43])=[O:41])[CH2:32][CH2:31][N:30](C(OC(C)(C)C)=O)[CH2:29][CH2:28]2)=[O:25])=[CH:16][C:17]2[C:22]([CH:23]=1)=[CH:21][CH:20]=[CH:19][CH:18]=2)=[O:12].C(O)(C(F)(F)F)=O. (7) The reactants are: [O:1]=[C:2]1[C:10]2([CH2:14][O:13][C:12]3[CH:15]=[C:16]4[C:20](=[CH:21][C:11]2=3)[CH2:19][CH2:18][O:17]4)[C:9]2[C:4](=[CH:5][CH:6]=[CH:7][CH:8]=2)[N:3]1[CH2:22][C:23]1[CH:30]=[CH:29][C:26]([C:27]#[N:28])=[CH:25][CH:24]=1.[NH2:31][OH:32]. Given the product [OH:32][N:31]=[C:27]([C:26]1[CH:29]=[CH:30][C:23]([CH2:22][N:3]2[C:4]3[C:9](=[CH:8][CH:7]=[CH:6][CH:5]=3)[C:10]3([CH2:14][O:13][C:12]4[CH:15]=[C:16]5[C:20](=[CH:21][C:11]3=4)[CH2:19][CH2:18][O:17]5)[C:2]2=[O:1])=[CH:24][CH:25]=1)[NH2:28], predict the reactants needed to synthesize it.